From a dataset of Forward reaction prediction with 1.9M reactions from USPTO patents (1976-2016). Predict the product of the given reaction. (1) Given the reactants [CH2:1]([O:8][C:9]1[CH:24]=[C:23]([NH:25][CH2:26][C:27]2[CH:32]=[CH:31][C:30]([CH:33]3[CH2:38][CH2:37][CH2:36][CH2:35][CH2:34]3)=[CH:29][CH:28]=2)[CH:22]=[CH:21][C:10]=1[C:11]([O:13][CH2:14][C:15]1[CH:20]=[CH:19][CH:18]=[CH:17][CH:16]=1)=[O:12])[C:2]1[CH:7]=[CH:6][CH:5]=[CH:4][CH:3]=1.[F:39][C:40]([F:50])([F:49])[C:41]([N:43]([CH2:45][C:46](O)=[O:47])[CH3:44])=[O:42], predict the reaction product. The product is: [CH2:1]([O:8][C:9]1[CH:24]=[C:23]([N:25]([CH2:26][C:27]2[CH:28]=[CH:29][C:30]([CH:33]3[CH2:38][CH2:37][CH2:36][CH2:35][CH2:34]3)=[CH:31][CH:32]=2)[C:46](=[O:47])[CH2:45][N:43]([CH3:44])[C:41](=[O:42])[C:40]([F:49])([F:50])[F:39])[CH:22]=[CH:21][C:10]=1[C:11]([O:13][CH2:14][C:15]1[CH:20]=[CH:19][CH:18]=[CH:17][CH:16]=1)=[O:12])[C:2]1[CH:3]=[CH:4][CH:5]=[CH:6][CH:7]=1. (2) The product is: [C:12]([C:6]1[C:7]([N+:9]([O-:11])=[O:10])=[CH:8][C:3]([OH:2])=[C:4]([C:16]([CH3:20])([CH3:17])[C:21]([OH:26])=[O:25])[CH:5]=1)([CH3:13])([CH3:14])[CH3:15]. Given the reactants C(=O)(OC)[O:2][C:3]1[CH:8]=[C:7]([N+:9]([O-:11])=[O:10])[C:6]([C:12]([CH3:15])([CH3:14])[CH3:13])=[CH:5][C:4]=1[C:16]([CH3:21])([CH3:20])[C:17](N)=O.[OH2:25].[OH-:26].[Na+], predict the reaction product. (3) Given the reactants C([O:3][C:4]([C:6]1[C:7](=[O:39])[C:8]2[CH:13]=[N:12][C:11]([NH:14][C:15]3[CH:20]=[CH:19][C:18]([N:21]4[CH2:26][CH2:25][N:24]([CH3:27])[CH2:23][CH2:22]4)=[CH:17][CH:16]=3)=[N:10][C:9]=2[N:28]([C:30]2[CH:31]=[C:32]3[C:36](=[CH:37][CH:38]=2)[CH2:35][CH2:34][CH2:33]3)[CH:29]=1)=O)C.[CH2:40]([NH2:42])[CH3:41], predict the reaction product. The product is: [CH2:40]([NH:42][C:4]([C:6]1[C:7](=[O:39])[C:8]2[CH:13]=[N:12][C:11]([NH:14][C:15]3[CH:20]=[CH:19][C:18]([N:21]4[CH2:26][CH2:25][N:24]([CH3:27])[CH2:23][CH2:22]4)=[CH:17][CH:16]=3)=[N:10][C:9]=2[N:28]([C:30]2[CH:31]=[C:32]3[C:36](=[CH:37][CH:38]=2)[CH2:35][CH2:34][CH2:33]3)[CH:29]=1)=[O:3])[CH3:41]. (4) Given the reactants [C:1]([N:8]1[CH2:13][CH2:12][CH:11]([CH2:14][CH2:15][OH:16])[CH2:10][CH2:9]1)([O:3][C:4]([CH3:7])([CH3:6])[CH3:5])=[O:2].O[C:18]1[CH:33]=[CH:32][C:21]([C:22]([O:24][CH2:25][C:26]2[CH:31]=[CH:30][CH:29]=[CH:28][CH:27]=2)=[O:23])=[CH:20][CH:19]=1, predict the reaction product. The product is: [CH2:25]([O:24][C:22](=[O:23])[C:21]1[CH:32]=[CH:33][C:18]([O:16][CH2:15][CH2:14][CH:11]2[CH2:12][CH2:13][N:8]([C:1]([O:3][C:4]([CH3:7])([CH3:6])[CH3:5])=[O:2])[CH2:9][CH2:10]2)=[CH:19][CH:20]=1)[C:26]1[CH:27]=[CH:28][CH:29]=[CH:30][CH:31]=1. (5) Given the reactants [CH:1]([O:4][C:5]1[C:13]([CH3:14])=[CH:12][CH:11]=[CH:10][C:6]=1[C:7]([OH:9])=O)([CH3:3])[CH3:2].[CH2:15]([O:17][C:18]([C:20]1([NH2:31])[CH2:28][C:27]2[C:22](=[CH:23][CH:24]=[C:25]([O:29][CH3:30])[CH:26]=2)[CH2:21]1)=[O:19])[CH3:16].CN(C(ON1N=NC2C=CC=NC1=2)=[N+](C)C)C.F[P-](F)(F)(F)(F)F.CCN(C(C)C)C(C)C, predict the reaction product. The product is: [CH2:15]([O:17][C:18]([C:20]1([NH:31][C:7](=[O:9])[C:6]2[CH:10]=[CH:11][CH:12]=[C:13]([CH3:14])[C:5]=2[O:4][CH:1]([CH3:2])[CH3:3])[CH2:28][C:27]2[C:22](=[CH:23][CH:24]=[C:25]([O:29][CH3:30])[CH:26]=2)[CH2:21]1)=[O:19])[CH3:16]. (6) Given the reactants [N-:1]=[N+:2]=[N-:3].[Na+].[Cl:5][CH2:6][C:7]([CH3:12])([CH3:11])[C:8](Cl)=[O:9].C(OC(=O)C)C, predict the reaction product. The product is: [Cl:5][CH2:6][C:7]([CH3:12])([CH3:11])[C:8]([N:1]=[N+:2]=[N-:3])=[O:9]. (7) Given the reactants [F:1][C:2]1[CH:7]=[CH:6][C:5]([CH2:8][C:9]([OH:11])=[O:10])=[CH:4][CH:3]=1.[F:12][C:13]1[CH:14]=[C:15]([CH:18]=[CH:19][C:20]=1[F:21])[CH:16]=O.CC(OC(C)=O)=O.C(N(C(C)C)CC)(C)C.Cl, predict the reaction product. The product is: [F:12][C:13]1[CH:14]=[C:15]([CH:16]=[C:8]([C:5]2[CH:4]=[CH:3][C:2]([F:1])=[CH:7][CH:6]=2)[C:9]([OH:11])=[O:10])[CH:18]=[CH:19][C:20]=1[F:21].